This data is from Catalyst prediction with 721,799 reactions and 888 catalyst types from USPTO. The task is: Predict which catalyst facilitates the given reaction. (1) Reactant: [CH3:1][C:2]([C:6]1[CH:11]=[CH:10][C:9]([N+:12]([O-:14])=[O:13])=[CH:8][C:7]=1[C:15]1[CH:16]=[N:17][CH:18]=[CH:19][CH:20]=1)([CH3:5])[C:3]#[N:4].B.C1COCC1. Product: [CH3:5][C:2]([C:6]1[CH:11]=[CH:10][C:9]([N+:12]([O-:14])=[O:13])=[CH:8][C:7]=1[C:15]1[CH:16]=[N:17][CH:18]=[CH:19][CH:20]=1)([CH3:1])[CH2:3][NH2:4]. The catalyst class is: 1. (2) Reactant: [F:1][C:2]1[CH:7]=[CH:6][C:5]([CH:8]([C:10]2[O:11][CH:12]=[CH:13][N:14]=2)[OH:9])=[CH:4][CH:3]=1.[CH3:15][S:16](Cl)(=[O:18])=[O:17]. Product: [F:1][C:2]1[CH:3]=[CH:4][C:5]([CH:8]([O:9][S:16]([CH3:15])(=[O:18])=[O:17])[C:10]2[O:11][CH:12]=[CH:13][N:14]=2)=[CH:6][CH:7]=1. The catalyst class is: 2. (3) Reactant: [CH:1]1([C:7]2[CH:12]=[CH:11][C:10]([C:13]3[O:17][N:16]=[C:15]([C:18]4[O:22][C:21]([CH2:23][N:24]5[CH2:27][CH:26]([C:28]([O:30]CC)=[O:29])[CH2:25]5)=[CH:20][CH:19]=4)[N:14]=3)=[CH:9][CH:8]=2)[CH2:6][CH2:5][CH2:4][CH2:3][CH2:2]1.O1CCCC1.O.[OH-].[Li+].C(O)(=O)C. Product: [CH:1]1([C:7]2[CH:8]=[CH:9][C:10]([C:13]3[O:17][N:16]=[C:15]([C:18]4[O:22][C:21]([CH2:23][N:24]5[CH2:27][CH:26]([C:28]([OH:30])=[O:29])[CH2:25]5)=[CH:20][CH:19]=4)[N:14]=3)=[CH:11][CH:12]=2)[CH2:2][CH2:3][CH2:4][CH2:5][CH2:6]1. The catalyst class is: 72. (4) Reactant: [CH3:1][O:2][C:3]1[CH:4]=[C:5]([CH2:17][C:18]([O:20][CH2:21][CH3:22])=[O:19])[CH:6]=[CH:7][C:8]=1OS(C(F)(F)F)(=O)=O.C(=O)([O-])[O-].[K+].[K+].[CH3:29][O:30][CH2:31][C:32]1[CH:33]=[C:34](B(O)O)[CH:35]=[CH:36][CH:37]=1. Product: [CH3:1][O:2][C:3]1[CH:4]=[C:5]([CH2:17][C:18]([O:20][CH2:21][CH3:22])=[O:19])[CH:6]=[CH:7][C:8]=1[C:34]1[CH:33]=[C:32]([CH2:31][O:30][CH3:29])[CH:37]=[CH:36][CH:35]=1. The catalyst class is: 149. (5) Reactant: [NH:1]1[C:9]2[C:4](=[CH:5][CH:6]=[CH:7][CH:8]=2)[C:3]([C:10]([OH:12])=[O:11])=[N:2]1.[N+:13]([O-])([OH:15])=[O:14].O. Product: [N+:13]([C:6]1[CH:5]=[C:4]2[C:9](=[CH:8][CH:7]=1)[NH:1][N:2]=[C:3]2[C:10]([OH:12])=[O:11])([O-:15])=[O:14]. The catalyst class is: 65. (6) Reactant: [CH3:1][C:2]1([CH3:13])[C:10]2[C:5](=[CH:6][CH:7]=[CH:8][CH:9]=2)[C:4](=[N:11]O)[CH2:3]1. Product: [CH3:1][C:2]1([CH3:13])[C:10]2[C:5](=[CH:6][CH:7]=[CH:8][CH:9]=2)[CH:4]([NH2:11])[CH2:3]1. The catalyst class is: 19. (7) Reactant: [Cl:1][C:2]1[C:3]([N:8]2[CH:13]3[CH2:14][CH2:15][CH:9]2[CH2:10][NH:11][CH2:12]3)=[N:4][CH:5]=[CH:6][CH:7]=1.[C:16]([C:20]1[CH:25]=[CH:24][C:23]([N:26]=[C:27]=[O:28])=[CH:22][CH:21]=1)([CH3:19])([CH3:18])[CH3:17]. Product: [C:16]([C:20]1[CH:25]=[CH:24][C:23]([NH:26][C:27]([N:11]2[CH2:12][CH:13]3[N:8]([C:3]4[C:2]([Cl:1])=[CH:7][CH:6]=[CH:5][N:4]=4)[CH:9]([CH2:15][CH2:14]3)[CH2:10]2)=[O:28])=[CH:22][CH:21]=1)([CH3:19])([CH3:17])[CH3:18]. The catalyst class is: 4.